From a dataset of Full USPTO retrosynthesis dataset with 1.9M reactions from patents (1976-2016). Predict the reactants needed to synthesize the given product. (1) Given the product [Br:3][CH2:4][C:5]([CH2:10][Br:11])([CH2:8][Br:9])[CH2:6][O:7][CH2:14][CH:13]=[CH2:12], predict the reactants needed to synthesize it. The reactants are: [H-].[Na+].[Br:3][CH2:4][C:5]([CH2:10][Br:11])([CH2:8][Br:9])[CH2:6][OH:7].[CH2:12](Br)[CH:13]=[CH2:14]. (2) Given the product [CH2:1]([N:3]([CH2:4][C:5]1[CH:6]=[CH:7][C:8]([CH2:11][N:12]2[CH2:13][CH2:14][N:15]([C:18]3[C:23]([C:24]([O:26][CH:27]([CH3:28])[CH3:29])=[O:25])=[CH:22][CH:21]=[CH:20][N:19]=3)[CH2:16][CH2:17]2)=[CH:9][CH:10]=1)[CH2:34][C:33]1[CH:36]=[CH:37][CH:38]=[C:31]([F:30])[CH:32]=1)[CH3:2], predict the reactants needed to synthesize it. The reactants are: [CH2:1]([NH:3][CH2:4][C:5]1[CH:10]=[CH:9][C:8]([CH2:11][N:12]2[CH2:17][CH2:16][N:15]([C:18]3[C:23]([C:24]([O:26][CH:27]([CH3:29])[CH3:28])=[O:25])=[CH:22][CH:21]=[CH:20][N:19]=3)[CH2:14][CH2:13]2)=[CH:7][CH:6]=1)[CH3:2].[F:30][C:31]1[CH:32]=[C:33]([CH:36]=[CH:37][CH:38]=1)[CH:34]=O.C(O)(=O)C.C([BH3-])#N.[Na+]. (3) Given the product [Br:11][C:6]1[S:5][C:4]([NH:7][C:8](=[O:10])[CH3:9])=[N:3][C:2]=1[CH3:1], predict the reactants needed to synthesize it. The reactants are: [CH3:1][C:2]1[N:3]=[C:4]([NH:7][C:8](=[O:10])[CH3:9])[S:5][CH:6]=1.[Br:11]Br.O. (4) Given the product [Cl:33][C:30]1[CH:29]=[CH:28][C:27]([CH2:26][C@@H:2]([NH:1][C:45]([CH:43]2[CH2:44][N:41]([C:34]([O:36][C:37]([CH3:40])([CH3:39])[CH3:38])=[O:35])[CH2:42]2)=[O:46])[C:3]([N:5]2[CH2:6][CH2:7][N:8]([C:11]3[CH:16]=[CH:15][CH:14]=[CH:13][C:12]=3[N:17]([CH2:22][CH:23]3[CH2:24][CH2:25]3)[S:18]([CH3:21])(=[O:19])=[O:20])[CH2:9][CH2:10]2)=[O:4])=[CH:32][CH:31]=1, predict the reactants needed to synthesize it. The reactants are: [NH2:1][C@H:2]([CH2:26][C:27]1[CH:32]=[CH:31][C:30]([Cl:33])=[CH:29][CH:28]=1)[C:3]([N:5]1[CH2:10][CH2:9][N:8]([C:11]2[CH:16]=[CH:15][CH:14]=[CH:13][C:12]=2[N:17]([CH2:22][CH:23]2[CH2:25][CH2:24]2)[S:18]([CH3:21])(=[O:20])=[O:19])[CH2:7][CH2:6]1)=[O:4].[C:34]([N:41]1[CH2:44][CH:43]([C:45](O)=[O:46])[CH2:42]1)([O:36][C:37]([CH3:40])([CH3:39])[CH3:38])=[O:35].CCN=C=NCCCN(C)C.CI.C1C=NC2N(O)N=NC=2C=1. (5) Given the product [OH:2][CH:1]([C:3]1[N:8]=[CH:7][C:6]([C:9]2[CH:18]=[CH:17][C:12]([C:13]([NH:15][CH3:16])=[O:14])=[CH:11][CH:10]=2)=[CH:5][CH:4]=1)[CH2:19][CH3:20], predict the reactants needed to synthesize it. The reactants are: [CH:1]([C:3]1[N:8]=[CH:7][C:6]([C:9]2[CH:18]=[CH:17][C:12]([C:13]([NH:15][CH3:16])=[O:14])=[CH:11][CH:10]=2)=[CH:5][CH:4]=1)=[O:2].[CH2:19]([Mg]Br)[CH3:20].C(OCC)C.CO.C(Cl)Cl. (6) Given the product [CH2:1]([O:3][C:4](=[O:17])[C:5]1[CH:10]=[C:9]([O:11][C:12]([F:15])([F:14])[F:13])[CH:8]=[C:7]([N:27]2[CH2:28][CH2:29][C@H:25]([NH:24][C:23]([O:22][C:18]([CH3:21])([CH3:20])[CH3:19])=[O:30])[CH2:26]2)[CH:6]=1)[CH3:2], predict the reactants needed to synthesize it. The reactants are: [CH2:1]([O:3][C:4](=[O:17])[C:5]1[CH:10]=[C:9]([O:11][C:12]([F:15])([F:14])[F:13])[CH:8]=[C:7](Br)[CH:6]=1)[CH3:2].[C:18]([O:22][C:23](=[O:30])[NH:24][C@H:25]1[CH2:29][CH2:28][NH:27][CH2:26]1)([CH3:21])([CH3:20])[CH3:19]. (7) Given the product [Br:22][C:23]1[CH:24]=[N:25][CH:26]=[CH:27][C:28]=1[O:15][CH:13]1[CH2:12][N:11]([C:2]2[CH:3]=[CH:4][C:5]3[C:10](=[CH:9][CH:8]=[CH:7][CH:6]=3)[N:1]=2)[CH2:14]1, predict the reactants needed to synthesize it. The reactants are: [N:1]1[C:10]2[C:5](=[CH:6][CH:7]=[CH:8][CH:9]=2)[CH:4]=[CH:3][C:2]=1[N:11]1[CH2:14][CH:13]([OH:15])[CH2:12]1.C([O-])([O-])=O.[Cs+].[Cs+].[Br:22][C:23]1[CH:24]=[N:25][CH:26]=[CH:27][C:28]=1Cl. (8) The reactants are: Br[C:2]1[CH:7]=[CH:6][C:5]([O:8][CH3:9])=[CH:4][C:3]=1[F:10].C([Li])CCC.CN(C)[CH:18]=[O:19].[Cl-].[NH4+]. Given the product [F:10][C:3]1[CH:4]=[C:5]([O:8][CH3:9])[CH:6]=[CH:7][C:2]=1[CH:18]=[O:19], predict the reactants needed to synthesize it. (9) Given the product [CH3:10][C:3]1[CH:4]=[C:5]([CH:8]=[CH:9][C:2]=1[N:11]1[CH2:16][CH2:15][NH:14][CH2:13][CH2:12]1)[C:6]#[N:7], predict the reactants needed to synthesize it. The reactants are: F[C:2]1[CH:9]=[CH:8][C:5]([C:6]#[N:7])=[CH:4][C:3]=1[CH3:10].[NH:11]1[CH2:16][CH2:15][NH:14][CH2:13][CH2:12]1.O.